The task is: Predict the reactants needed to synthesize the given product.. This data is from Full USPTO retrosynthesis dataset with 1.9M reactions from patents (1976-2016). (1) Given the product [CH3:1][O:2][C:3]1[CH:12]=[C:11]2[C:6]([C@H:7]([C:17]3[CH:26]=[CH:25][C:24]4[C:19](=[CH:20][CH:21]=[CH:22][CH:23]=4)[CH:18]=3)[CH2:8][N:9]([CH3:13])[CH2:10]2)=[CH:5][CH:4]=1, predict the reactants needed to synthesize it. The reactants are: [CH3:1][O:2][C:3]1[CH:12]=[C:11]2[C:6]([C@H:7]([C:17]3[CH:26]=[CH:25][C:24]4[C:19](=[CH:20][CH:21]=[CH:22][CH:23]=4)[CH:18]=3)[CH2:8][N:9]([C:13](OC)=O)[CH2:10]2)=[CH:5][CH:4]=1.[H-].[Al+3].[Li+].[H-].[H-].[H-]. (2) Given the product [CH3:28][O:27][C:23](=[O:26])[CH:24]=[CH:25][C:41]1[CH:42]=[CH:37][CH:38]=[C:39]([CH2:43][C:44](=[O:45])[C:46]2[O:47][C:48]([C:51]3[CH:56]=[CH:55][CH:54]=[CH:53][CH:52]=3)=[CH:49][CH:50]=2)[CH:40]=1, predict the reactants needed to synthesize it. The reactants are: C1(C)C=CC=CC=1P(C1C=CC=CC=1C)C1C=CC=CC=1C.[C:23]([O:27][CH3:28])(=[O:26])[CH:24]=[CH2:25].C(N(CC)CC)C.Br[C:37]1[CH:38]=[C:39]([CH2:43][C:44]([C:46]2[O:47][C:48]([C:51]3[CH:56]=[CH:55][CH:54]=[CH:53][CH:52]=3)=[CH:49][CH:50]=2)=[O:45])[CH:40]=[CH:41][CH:42]=1. (3) Given the product [NH2:1][C:2]1[N:7]=[CH:6][N:5]=[C:4]2[N:8]([CH:24]3[CH2:29][CH2:28][CH2:27][N:26]([C:30]([C:31](=[CH:38][C:37]4[CH:40]=[CH:41][CH:42]=[CH:43][C:36]=4[Cl:35])[C:32]#[N:33])=[O:34])[CH2:25]3)[N:9]=[C:10]([C:11]3[CH:12]=[CH:13][C:14]([O:17][C:18]4[CH:19]=[CH:20][CH:21]=[CH:22][CH:23]=4)=[CH:15][CH:16]=3)[C:3]=12, predict the reactants needed to synthesize it. The reactants are: [NH2:1][C:2]1[N:7]=[CH:6][N:5]=[C:4]2[N:8]([CH:24]3[CH2:29][CH2:28][CH2:27][N:26]([C:30](=[O:34])[CH2:31][C:32]#[N:33])[CH2:25]3)[N:9]=[C:10]([C:11]3[CH:16]=[CH:15][C:14]([O:17][C:18]4[CH:23]=[CH:22][CH:21]=[CH:20][CH:19]=4)=[CH:13][CH:12]=3)[C:3]=12.[Cl:35][C:36]1[CH:43]=[CH:42][CH:41]=[CH:40][C:37]=1[CH:38]=O.C1CCN2C(=NCCC2)CC1.